From a dataset of Forward reaction prediction with 1.9M reactions from USPTO patents (1976-2016). Predict the product of the given reaction. (1) Given the reactants [C:1]([O:5][C:6](=[O:34])[NH:7][C:8]1[CH:13]=[CH:12][CH:11]=[C:10]([S:14][C:15]2[CH:20]=[CH:19][C:18]([C:21](=[O:30])[NH:22][C:23]3[CH:28]=[CH:27][CH:26]=[C:25]([Br:29])[CH:24]=3)=[CH:17][C:16]=2[N+:31]([O-])=O)[CH:9]=1)([CH3:4])([CH3:3])[CH3:2].[Cl-].[NH4+].O1CCCC1.O, predict the reaction product. The product is: [C:1]([O:5][C:6](=[O:34])[NH:7][C:8]1[CH:13]=[CH:12][CH:11]=[C:10]([S:14][C:15]2[CH:20]=[CH:19][C:18]([C:21](=[O:30])[NH:22][C:23]3[CH:28]=[CH:27][CH:26]=[C:25]([Br:29])[CH:24]=3)=[CH:17][C:16]=2[NH2:31])[CH:9]=1)([CH3:4])([CH3:2])[CH3:3]. (2) Given the reactants [N+:1]([C:4]1[CH:5]=[C:6]2[C:10](=[CH:11][CH:12]=1)[CH2:9][NH:8][CH2:7]2)([O-:3])=[O:2].[C:13]([O:17][C:18](O[C:18]([O:17][C:13]([CH3:16])([CH3:15])[CH3:14])=[O:19])=[O:19])([CH3:16])([CH3:15])[CH3:14].O, predict the reaction product. The product is: [C:13]([O:17][C:18]([N:8]1[CH2:7][C:6]2[C:10](=[CH:11][CH:12]=[C:4]([N+:1]([O-:3])=[O:2])[CH:5]=2)[CH2:9]1)=[O:19])([CH3:16])([CH3:15])[CH3:14]. (3) Given the reactants [CH:1]1([CH2:7][CH2:8][CH2:9][N:10]2[CH2:15][CH:14]3[CH:12]([C:13]3([C:17]3[CH:18]=[C:19]([NH2:23])[CH:20]=[CH:21][CH:22]=3)[CH3:16])[CH2:11]2)[CH2:6][CH2:5][CH2:4][CH2:3][CH2:2]1.N1C=CC=CC=1.[CH2:30]([S:32](Cl)(=[O:34])=[O:33])[CH3:31], predict the reaction product. The product is: [CH:1]1([CH2:7][CH2:8][CH2:9][N:10]2[CH2:15][CH:14]3[CH:12]([C:13]3([C:17]3[CH:18]=[C:19]([NH:23][S:32]([CH2:30][CH3:31])(=[O:34])=[O:33])[CH:20]=[CH:21][CH:22]=3)[CH3:16])[CH2:11]2)[CH2:6][CH2:5][CH2:4][CH2:3][CH2:2]1. (4) Given the reactants C[O:2][C:3](=[O:35])[CH2:4][O:5][C:6]1[CH:14]=[CH:13][C:12]([S:15][CH2:16][C:17]2[CH:22]=[CH:21][C:20]([O:23][CH2:24][C:25]3[CH:30]=[CH:29][C:28]([C:31]([CH3:34])([CH3:33])[CH3:32])=[CH:27][CH:26]=3)=[CH:19][CH:18]=2)=[C:11]2[C:7]=1[CH2:8][CH2:9][CH2:10]2.[K+].[Br-], predict the reaction product. The product is: [C:31]([C:28]1[CH:27]=[CH:26][C:25]([CH2:24][O:23][C:20]2[CH:21]=[CH:22][C:17]([CH2:16][S:15][C:12]3[CH:13]=[CH:14][C:6]([O:5][CH2:4][C:3]([OH:35])=[O:2])=[C:7]4[C:11]=3[CH2:10][CH2:9][CH2:8]4)=[CH:18][CH:19]=2)=[CH:30][CH:29]=1)([CH3:34])([CH3:32])[CH3:33]. (5) Given the reactants [F:1][C:2]([F:33])([F:32])[CH2:3][S:4]([NH:7][C:8]([C:11]1[CH:16]=[CH:15][CH:14]=[C:13]([C:17]2[N:21]([CH3:22])[N:20]=[C:19]([CH2:23][NH:24][C:25]3[CH:30]=[CH:29][C:28]([F:31])=[CH:27][CH:26]=3)[CH:18]=2)[CH:12]=1)([CH3:10])[CH3:9])(=[O:6])=[O:5].[CH:34](=O)[CH3:35], predict the reaction product. The product is: [F:33][C:2]([F:1])([F:32])[CH2:3][S:4]([NH:7][C:8]([C:11]1[CH:16]=[CH:15][CH:14]=[C:13]([C:17]2[N:21]([CH3:22])[N:20]=[C:19]([CH2:23][N:24]([CH2:34][CH3:35])[C:25]3[CH:26]=[CH:27][C:28]([F:31])=[CH:29][CH:30]=3)[CH:18]=2)[CH:12]=1)([CH3:9])[CH3:10])(=[O:6])=[O:5]. (6) Given the reactants C([N:8]1[C:14]2([CH2:16][CH2:15]2)[CH2:13][N:12]([C:17]2[C:18]3[CH:25]=[CH:24][NH:23][C:19]=3[N:20]=[CH:21][N:22]=2)[CH2:11][CH2:10][CH2:9]1)C1C=CC=CC=1.C([O-])=O.[NH4+], predict the reaction product. The product is: [CH2:15]1[C:14]2([NH:8][CH2:9][CH2:10][CH2:11][N:12]([C:17]3[C:18]4[CH:25]=[CH:24][NH:23][C:19]=4[N:20]=[CH:21][N:22]=3)[CH2:13]2)[CH2:16]1. (7) Given the reactants [Cl:1][C:2]1[C:10]2[N:9]=[C:8]3[N:11]([C:15]4[CH:20]=[CH:19][C:18]([Cl:21])=[CH:17][C:16]=4[Cl:22])[CH2:12][CH2:13][CH2:14][N:7]3[C:6]=2[C:5]([CH:23]([OH:28])[C:24]([F:27])([F:26])[F:25])=[CH:4][CH:3]=1.C(N(CC)CC)C.[C:36](Cl)(=[O:38])[CH3:37], predict the reaction product. The product is: [C:36]([O:28][CH:23]([C:5]1[C:6]2[N:7]3[CH2:14][CH2:13][CH2:12][N:11]([C:15]4[CH:20]=[CH:19][C:18]([Cl:21])=[CH:17][C:16]=4[Cl:22])[C:8]3=[N:9][C:10]=2[C:2]([Cl:1])=[CH:3][CH:4]=1)[C:24]([F:25])([F:26])[F:27])(=[O:38])[CH3:37].